From a dataset of Peptide-MHC class II binding affinity with 134,281 pairs from IEDB. Regression. Given a peptide amino acid sequence and an MHC pseudo amino acid sequence, predict their binding affinity value. This is MHC class II binding data. The peptide sequence is PNYNLIIMDEAHFTD. The MHC is DRB1_0301 with pseudo-sequence DRB1_0301. The binding affinity (normalized) is 0.666.